Regression. Given a peptide amino acid sequence and an MHC pseudo amino acid sequence, predict their binding affinity value. This is MHC class I binding data. From a dataset of Peptide-MHC class I binding affinity with 185,985 pairs from IEDB/IMGT. (1) The peptide sequence is WAPEGDIRL. The MHC is HLA-A03:01 with pseudo-sequence HLA-A03:01. The binding affinity (normalized) is 0.0847. (2) The peptide sequence is RWRWFRAAM. The MHC is HLA-B07:02 with pseudo-sequence HLA-B07:02. The binding affinity (normalized) is 0.405.